The task is: Predict the reactants needed to synthesize the given product.. This data is from Full USPTO retrosynthesis dataset with 1.9M reactions from patents (1976-2016). (1) Given the product [N:36]1([CH:42]2[CH2:47][CH2:46][N:45]([C:13](=[O:14])[CH:12]([NH:16][C:17]([N:19]3[CH2:24][CH2:23][CH:22]([N:25]4[CH2:34][C:33]5[C:28](=[CH:29][CH:30]=[CH:31][CH:32]=5)[NH:27][C:26]4=[O:35])[CH2:21][CH2:20]3)=[O:18])[CH2:11][C:4]3[CH:5]=[C:6]4[C:10](=[C:2]([CH3:1])[CH:3]=3)[NH:9][N:8]=[CH:7]4)[CH2:44][CH2:43]2)[CH2:41][CH2:40][CH2:39][CH2:38][CH2:37]1, predict the reactants needed to synthesize it. The reactants are: [CH3:1][C:2]1[CH:3]=[C:4]([CH2:11][CH:12]([NH:16][C:17]([N:19]2[CH2:24][CH2:23][CH:22]([N:25]3[CH2:34][C:33]4[C:28](=[CH:29][CH:30]=[CH:31][CH:32]=4)[NH:27][C:26]3=[O:35])[CH2:21][CH2:20]2)=[O:18])[C:13](O)=[O:14])[CH:5]=[C:6]2[C:10]=1[NH:9][N:8]=[CH:7]2.[N:36]1([CH:42]2[CH2:47][CH2:46][NH:45][CH2:44][CH2:43]2)[CH2:41][CH2:40][CH2:39][CH2:38][CH2:37]1.C(N(C(C)C)CC)(C)C.C1CN([P+](ON2N=NC3C=CC=CC2=3)(N2CCCC2)N2CCCC2)CC1.F[P-](F)(F)(F)(F)F. (2) Given the product [CH3:1][O:2][C:3](=[O:27])[C@H:4]([CH2:23][CH2:24][S:25][CH3:26])[NH:5][C:6](=[O:22])[C:7]1[CH:12]=[CH:11][C:10]([C:13]([NH:40][C:41]2[CH:46]=[CH:45][CH:44]=[CH:43][N:42]=2)=[O:14])=[CH:9][C:8]=1[C:16]1[CH:21]=[CH:20][CH:19]=[CH:18][CH:17]=1, predict the reactants needed to synthesize it. The reactants are: [CH3:1][O:2][C:3](=[O:27])[C@H:4]([CH2:23][CH2:24][S:25][CH3:26])[NH:5][C:6](=[O:22])[C:7]1[CH:12]=[CH:11][C:10]([C:13](O)=[O:14])=[CH:9][C:8]=1[C:16]1[CH:21]=[CH:20][CH:19]=[CH:18][CH:17]=1.ON1C(=O)C2C=CC=CC=2N=N1.[NH2:40][C:41]1[CH:46]=[CH:45][CH:44]=[CH:43][N:42]=1.Cl.CN(C)CCCN=C=NCC. (3) Given the product [F:1][CH:2]1[C:7]([C:8]2[C:16]3[C:11](=[CH:12][CH:13]=[C:14]([N+:17]([O-:19])=[O:18])[CH:15]=3)[NH:10][CH:9]=2)=[CH:6][CH2:5][N:4]([CH3:22])[CH2:3]1, predict the reactants needed to synthesize it. The reactants are: [F:1][CH:2]1[C:7]([C:8]2[C:16]3[C:11](=[CH:12][CH:13]=[C:14]([N+:17]([O-:19])=[O:18])[CH:15]=3)[NH:10][CH:9]=2)=[CH:6][CH2:5][NH:4][CH2:3]1.C=O.[CH3:22]C(O)=O.[BH3-]C#N.[Na+].[OH-].[Na+]. (4) Given the product [C:1]1([S:7]([O:10][CH2:11][C:12]([N:14]2[CH2:18][C@@H:17]([F:19])[CH2:16][C@H:15]2[C:20]#[N:22])=[O:13])(=[O:9])=[O:8])[CH:2]=[CH:3][CH:4]=[CH:5][CH:6]=1, predict the reactants needed to synthesize it. The reactants are: [C:1]1([S:7]([O:10][CH2:11][C:12]([N:14]2[CH2:18][C@@H:17]([F:19])[CH2:16][C@H:15]2[C:20]([NH2:22])=O)=[O:13])(=[O:9])=[O:8])[CH:6]=[CH:5][CH:4]=[CH:3][CH:2]=1.C(N(CC)CC)C.FC(F)(F)C(OC(=O)C(F)(F)F)=O. (5) Given the product [CH3:25][NH:24][C:23]([C:19]1[CH:18]=[C:17]([O:16][C:15]2[CH:27]=[CH:28][C:12]([NH:11][C:9]([NH:8][C:5]3[CH:4]=[C:3]4[C:2](=[CH:7][CH:6]=3)[N:40]=[CH:37][CH:36]=[CH:29]4)=[O:10])=[CH:13][CH:14]=2)[CH:22]=[CH:21][N:20]=1)=[NH:26], predict the reactants needed to synthesize it. The reactants are: Cl[C:2]1[CH:7]=[CH:6][C:5]([NH:8][C:9]([NH:11][C:12]2[CH:28]=[CH:27][C:15]([O:16][C:17]3[CH:22]=[CH:21][N:20]=[C:19]([C:23](=[NH:26])[NH:24][CH3:25])[CH:18]=3)=[CH:14][CH:13]=2)=[O:10])=[CH:4][C:3]=1[C:29](F)(F)F.ClC1C=C[C:37]([NH:40]C(NC2C=CC(OC3C=CN=C(C#N)C=3)=CC=2)=O)=[CH:36]C=1C(F)(F)F.CCOC(C)=O.[NH4+].[OH-]. (6) The reactants are: [ClH:1].O1CCOCC1.C([NH:15][CH2:16][C:17](=[O:31])[CH2:18][CH2:19][C:20]([O:22][CH2:23][C:24]([O:26]C(C)(C)C)=[O:25])=[O:21])(OC(C)(C)C)=O. Given the product [ClH:1].[NH2:15][CH2:16][C:17](=[O:31])[CH2:18][CH2:19][C:20]([O:22][CH2:23][C:24]([OH:26])=[O:25])=[O:21], predict the reactants needed to synthesize it. (7) Given the product [N:1]1([CH2:6][CH2:7][O:8][CH2:9][CH:10]2[CH2:15][CH2:14][NH:13][CH2:12][CH2:11]2)[CH2:5][CH2:4][CH2:3][CH2:2]1, predict the reactants needed to synthesize it. The reactants are: [N:1]1([CH2:6][CH2:7][O:8][CH2:9][CH:10]2[CH2:15][CH2:14][N:13](C(OC(C)(C)C)=O)[CH2:12][CH2:11]2)[CH2:5][CH2:4][CH2:3][CH2:2]1.FC(F)(F)C(O)=O.[OH-].[Na+]. (8) Given the product [S:12]1[CH:13]=[CH:14][CH:15]=[C:11]1[C:8]1[N:9]=[CH:10][C:5]([CH2:3][OH:2])=[CH:6][N:7]=1, predict the reactants needed to synthesize it. The reactants are: C[O:2][C:3]([C:5]1[CH:6]=[N:7][C:8]([C:11]2[S:12][CH:13]=[CH:14][CH:15]=2)=[N:9][CH:10]=1)=O.[H-].C([Al+]CC(C)C)C(C)C.O. (9) Given the product [Cl:1][CH2:2][CH2:3][CH2:4][O:5][C:6]1[CH:7]=[C:8]([CH2:12][C:13]([NH:34][C:31]2[S:32][CH:33]=[C:29]([C:26]3[CH:27]=[CH:28][N:23]=[CH:24][CH:25]=3)[N:30]=2)=[O:15])[CH:9]=[CH:10][CH:11]=1, predict the reactants needed to synthesize it. The reactants are: [Cl:1][CH2:2][CH2:3][CH2:4][O:5][C:6]1[CH:7]=[C:8]([CH2:12][C:13]([OH:15])=O)[CH:9]=[CH:10][CH:11]=1.C(N(CC)CC)C.[N:23]1[CH:28]=[CH:27][C:26]([C:29]2[N:30]=[C:31]([NH2:34])[S:32][CH:33]=2)=[CH:25][CH:24]=1. (10) Given the product [CH2:1]([O:8][CH2:9][CH2:10][NH:11][S:12]([C:15]1[C:20]([Cl:21])=[CH:19][CH:18]=[C:17]([N+:22]([O-:24])=[O:23])[C:16]=1[OH:28])(=[O:14])=[O:13])[C:2]1[CH:7]=[CH:6][CH:5]=[CH:4][CH:3]=1, predict the reactants needed to synthesize it. The reactants are: [CH2:1]([O:8][CH2:9][CH2:10][NH:11][S:12]([C:15]1[C:20]([Cl:21])=[CH:19][CH:18]=[C:17]([N+:22]([O-:24])=[O:23])[C:16]=1Cl)(=[O:14])=[O:13])[C:2]1[CH:7]=[CH:6][CH:5]=[CH:4][CH:3]=1.[H-].[Na+].[OH2:28].